From a dataset of Catalyst prediction with 721,799 reactions and 888 catalyst types from USPTO. Predict which catalyst facilitates the given reaction. (1) Reactant: [OH:1][CH2:2][CH2:3][O:4][C:5]1[CH:20]=[CH:19][C:8]([O:9][C:10]2[CH:17]=[CH:16][C:15]([I:18])=[CH:14][C:11]=2[CH:12]=[O:13])=[CH:7][CH:6]=1.[C:21]([Si:25]([CH3:28])([CH3:27])Cl)([CH3:24])([CH3:23])[CH3:22].N1C=CN=C1. Product: [C:21]([Si:25]([CH3:28])([CH3:27])[O:1][CH2:2][CH2:3][O:4][C:5]1[CH:6]=[CH:7][C:8]([O:9][C:10]2[CH:17]=[CH:16][C:15]([I:18])=[CH:14][C:11]=2[CH:12]=[O:13])=[CH:19][CH:20]=1)([CH3:24])([CH3:23])[CH3:22]. The catalyst class is: 9. (2) Reactant: [NH2:1][CH2:2][CH2:3][O:4][CH2:5][CH2:6][NH:7][C:8](=[O:14])[O:9][C:10]([CH3:13])([CH3:12])[CH3:11].CN(C=O)C.[CH3:20][C:21]1[CH:22]=[N:23][C:24]([C:28](O)=[O:29])=[CH:25][N+:26]=1[O-:27].CCN(C(C)C)C(C)C. Product: [C:10]([O:9][C:8]([NH:7][CH2:6][CH2:5][O:4][CH2:3][CH2:2][NH:1][C:28]([C:24]1[N:23]=[CH:22][C:21]([CH3:20])=[N+:26]([O-:27])[CH:25]=1)=[O:29])=[O:14])([CH3:11])([CH3:13])[CH3:12]. The catalyst class is: 210. (3) Reactant: [CH3:1][O:2][C:3]1[CH:10]=[CH:9][C:6]([CH:7]=[O:8])=[CH:5][C:4]=1[O:11][CH2:12][C:13]1[N:14]=[C:15]([C:19]2[CH:24]=[CH:23][CH:22]=[CH:21][CH:20]=2)[O:16][C:17]=1[CH3:18].O1CCCC1.CO.[BH4-].[Na+]. The catalyst class is: 6. Product: [CH3:1][O:2][C:3]1[CH:10]=[CH:9][C:6]([CH2:7][OH:8])=[CH:5][C:4]=1[O:11][CH2:12][C:13]1[N:14]=[C:15]([C:19]2[CH:24]=[CH:23][CH:22]=[CH:21][CH:20]=2)[O:16][C:17]=1[CH3:18]. (4) Reactant: [C:1]1([CH3:10])[C:2]([C:7]([OH:9])=[O:8])=[CH:3][CH:4]=[CH:5][CH:6]=1.S(OC)(O[CH3:15])(=O)=O.C([O-])([O-])=O.[K+].[K+]. Product: [CH3:15][O:8][C:7](=[O:9])[C:2]1[CH:3]=[CH:4][CH:5]=[CH:6][C:1]=1[CH3:10]. The catalyst class is: 21. (5) Product: [C:25]([OH:24])(=[O:34])[C:35]([OH:37])=[O:38].[O:2]=[C:3]1[C:8]([CH2:9][N:10]2[CH2:11][CH2:12][CH:13]([CH2:16][CH2:17][C:18]3[CH:23]=[CH:22][CH:21]=[CH:20][C:19]=3[O:24][CH2:25][CH:26]3[CH2:31][CH2:30][CH2:29][CH2:28][CH2:27]3)[CH2:14][CH2:15]2)=[CH:7][CH:6]=[CH:5][NH:4]1. Reactant: C[O:2][C:3]1[C:8]([CH2:9][N:10]2[CH2:15][CH2:14][CH:13]([CH2:16][CH2:17][C:18]3[CH:23]=[CH:22][CH:21]=[CH:20][C:19]=3[O:24][CH2:25][CH:26]3[CH2:31][CH2:30][CH2:29][CH2:28][CH2:27]3)[CH2:12][CH2:11]2)=[CH:7][CH:6]=[CH:5][N:4]=1.Cl.C[OH:34].[C:35](=[O:38])([OH:37])[O-].[Na+]. The catalyst class is: 8.